Predict the reactants needed to synthesize the given product. From a dataset of Full USPTO retrosynthesis dataset with 1.9M reactions from patents (1976-2016). (1) Given the product [Cl:1][C:2]1[N:7]=[C:6]([NH:19][CH:20]2[CH2:25][CH2:24][CH2:23][N:22]([C:26]([O:28][C:29]([CH3:32])([CH3:31])[CH3:30])=[O:27])[CH2:21]2)[C:5]([F:9])=[CH:4][N:3]=1, predict the reactants needed to synthesize it. The reactants are: [Cl:1][C:2]1[N:7]=[C:6](Cl)[C:5]([F:9])=[CH:4][N:3]=1.CCN(C(C)C)C(C)C.[NH2:19][CH:20]1[CH2:25][CH2:24][CH2:23][N:22]([C:26]([O:28][C:29]([CH3:32])([CH3:31])[CH3:30])=[O:27])[CH2:21]1. (2) Given the product [N:32]1[C:33]2[C:28](=[CH:27][C:26]([C:14]3[C:15]([CH3:25])=[N:16][N:17]([C:18]4[CH:23]=[CH:22][CH:21]=[CH:20][C:19]=4[CH3:24])[C:13]=3[NH:12][C:5]3[CH:6]=[CH:7][C:8]([O:10][CH3:11])=[CH:9][C:4]=3[C:3]([OH:36])=[O:2])=[CH:35][CH:34]=2)[CH:29]=[CH:30][CH:31]=1, predict the reactants needed to synthesize it. The reactants are: C[O:2][C:3](=[O:36])[C:4]1[CH:9]=[C:8]([O:10][CH3:11])[CH:7]=[CH:6][C:5]=1[NH:12][C:13]1[N:17]([C:18]2[CH:23]=[CH:22][CH:21]=[CH:20][C:19]=2[CH3:24])[N:16]=[C:15]([CH3:25])[C:14]=1[C:26]1[CH:27]=[C:28]2[C:33](=[CH:34][CH:35]=1)[N:32]=[CH:31][CH:30]=[CH:29]2.[OH-].[Na+].Cl. (3) Given the product [CH3:1][O:2][C:3]1[CH:4]=[C:5]([C:11]2[C:19]3[C:14](=[N:15][CH:16]=[CH:17][CH:18]=3)[N:13]([S:32]([C:30]3[CH:29]=[CH:28][CH:27]=[C:26]4[C:31]=3[N:22]=[CH:23][CH:24]=[CH:25]4)(=[O:33])=[O:34])[CH:12]=2)[CH:6]=[CH:7][C:8]=1[O:9][CH3:10], predict the reactants needed to synthesize it. The reactants are: [CH3:1][O:2][C:3]1[CH:4]=[C:5]([C:11]2[C:19]3[C:14](=[N:15][CH:16]=[CH:17][CH:18]=3)[NH:13][CH:12]=2)[CH:6]=[CH:7][C:8]=1[O:9][CH3:10].[OH-].[K+].[N:22]1[C:31]2[C:26](=[CH:27][CH:28]=[CH:29][C:30]=2[S:32](Cl)(=[O:34])=[O:33])[CH:25]=[CH:24][CH:23]=1. (4) Given the product [CH2:3]1[C:12]2[C:7](=[CH:8][CH:9]=[N:10][CH:11]=2)[CH2:6][CH2:5][N:4]1[C:13]1[CH:19]=[CH:18][C:16]([NH:17][C:27]([NH:26][C:23]2[CH:24]=[CH:25][C:20]([CH3:29])=[CH:21][CH:22]=2)=[O:28])=[CH:15][CH:14]=1, predict the reactants needed to synthesize it. The reactants are: Cl.Cl.[CH2:3]1[C:12]2[C:7](=[CH:8][CH:9]=[N:10][CH:11]=2)[CH2:6][CH2:5][N:4]1[C:13]1[CH:19]=[CH:18][C:16]([NH2:17])=[CH:15][CH:14]=1.[C:20]1([CH3:29])[CH:25]=[CH:24][C:23]([N:26]=[C:27]=[O:28])=[CH:22][CH:21]=1. (5) The reactants are: [Br:1][C:2]1[CH:7]=[CH:6][C:5]([C:8]2([C:11]#N)[CH2:10][CH2:9]2)=[CH:4][C:3]=1[F:13].[OH-:14].[Na+].Cl.C([OH:19])C. Given the product [Br:1][C:2]1[CH:7]=[CH:6][C:5]([C:8]2([C:11]([OH:19])=[O:14])[CH2:10][CH2:9]2)=[CH:4][C:3]=1[F:13], predict the reactants needed to synthesize it. (6) Given the product [CH2:25]([O:18][C:17]([C:13]1[CH:12]=[CH:11][C:10]([CH2:9][NH:8][C:6]([O:5][C:1]([CH3:4])([CH3:3])[CH3:2])=[O:7])=[CH:15][N:14]=1)=[O:20])[CH3:26], predict the reactants needed to synthesize it. The reactants are: [C:1]([O:5][C:6]([NH:8][CH2:9][C:10]1[CH:11]=[CH:12][C:13](Cl)=[N:14][CH:15]=1)=[O:7])([CH3:4])([CH3:3])[CH3:2].[C:17](=[O:20])([O-])[O-:18].[K+].[K+].[C]=O.[CH2:25](O)[CH3:26].